This data is from Catalyst prediction with 721,799 reactions and 888 catalyst types from USPTO. The task is: Predict which catalyst facilitates the given reaction. (1) Reactant: [CH3:1][O:2][C@H:3]([CH2:40][CH2:41][CH2:42][CH2:43][CH2:44][CH2:45][CH3:46])[CH2:4][CH2:5][O:6][C@H:7]1[C@H:16]([OH:17])[C@@H:15]([CH2:18][OH:19])[O:14][C@H:9]([O:10]/[CH:11]=[CH:12]/[CH3:13])[C@@H:8]1[O:20][C:21](=[O:39])[CH2:22][CH2:23][CH2:24][CH2:25][CH2:26][CH2:27][CH2:28][CH2:29][CH2:30]/[CH:31]=[CH:32]\[CH2:33][CH2:34][CH2:35][CH2:36][CH2:37][CH3:38].[Si:47](Cl)([C:50]([CH3:53])([CH3:52])[CH3:51])([CH3:49])[CH3:48]. Product: [Si:47]([O:19][CH2:18][C@H:15]1[O:14][C@H:9]([O:10]/[CH:11]=[CH:12]/[CH3:13])[C@H:8]([O:20][C:21](=[O:39])[CH2:22][CH2:23][CH2:24][CH2:25][CH2:26][CH2:27][CH2:28][CH2:29][CH2:30]/[CH:31]=[CH:32]\[CH2:33][CH2:34][CH2:35][CH2:36][CH2:37][CH3:38])[C@@H:7]([O:6][CH2:5][CH2:4][C@H:3]([O:2][CH3:1])[CH2:40][CH2:41][CH2:42][CH2:43][CH2:44][CH2:45][CH3:46])[C@@H:16]1[OH:17])([C:50]([CH3:53])([CH3:52])[CH3:51])([CH3:49])[CH3:48]. The catalyst class is: 64. (2) Product: [C:24]([C:23]1[CH:22]=[CH:21][C:4]([C:5]([NH:7][C:8]2[CH:9]=[N:10][C:11]([C:14]3[CH:19]=[CH:18][CH:17]=[CH:16][C:15]=3[F:20])=[CH:12][CH:13]=2)=[O:6])=[CH:3][C:2]=1[NH:1][C:36](=[O:37])[CH:35]([Cl:34])[CH3:39])([CH3:27])([CH3:26])[CH3:25]. Reactant: [NH2:1][C:2]1[CH:3]=[C:4]([CH:21]=[CH:22][C:23]=1[C:24]([CH3:27])([CH3:26])[CH3:25])[C:5]([NH:7][C:8]1[CH:9]=[N:10][C:11]([C:14]2[CH:19]=[CH:18][CH:17]=[CH:16][C:15]=2[F:20])=[CH:12][CH:13]=1)=[O:6].N1C=CC=CC=1.[Cl:34][CH:35]([CH3:39])[C:36](Cl)=[O:37]. The catalyst class is: 4. (3) Reactant: [C:1]([Si:5]([CH3:27])([CH3:26])[O:6][C@H:7]1[CH2:15][CH2:14][CH2:13][C@@:12]2([CH3:16])[C@H:8]1[CH2:9][CH2:10][C@@H:11]2[C:17](=[CH2:25])[CH2:18][CH2:19][CH2:20][C:21]([CH3:24])([OH:23])[CH3:22])([CH3:4])([CH3:3])[CH3:2].ClCCl.[CH3:31][Si:32]([CH3:39])([CH3:38])N1C=CN=C1. Product: [C:1]([Si:5]([CH3:26])([CH3:27])[O:6][C@H:7]1[CH2:15][CH2:14][CH2:13][C@@:12]2([CH3:16])[C@H:8]1[CH2:9][CH2:10][C@@H:11]2[C:17](=[CH2:25])[CH2:18][CH2:19][CH2:20][C:21]([CH3:24])([O:23][Si:32]([CH3:39])([CH3:38])[CH3:31])[CH3:22])([CH3:4])([CH3:3])[CH3:2]. The catalyst class is: 6. (4) Reactant: [NH2:1][C:2]1[N:7]=[C:6](Cl)[C:5]([C:9]#[N:10])=[C:4]([C:11]2[CH:16]=[CH:15][CH:14]=[CH:13][CH:12]=2)[N:3]=1.[C:17]1([CH2:23][CH2:24][OH:25])[CH:22]=[CH:21][CH:20]=[CH:19][CH:18]=1.C1CCN2C(=NCCC2)CC1.C1(C=C)C=CC=CC=1. Product: [NH2:1][C:2]1[N:7]=[C:6]([O:25][CH2:24][CH2:23][C:17]2[CH:22]=[CH:21][CH:20]=[CH:19][CH:18]=2)[C:5]([C:9]#[N:10])=[C:4]([C:11]2[CH:16]=[CH:15][CH:14]=[CH:13][CH:12]=2)[N:3]=1. The catalyst class is: 57. (5) Reactant: [CH:1]1([C:7]2[C:15]3[C:10](=[CH:11][C:12]([C:16]([OH:18])=[O:17])=[CH:13][CH:14]=3)[NH:9][C:8]=2[C:19]2[CH:24]=[CH:23][C:22]([O:25][CH3:26])=[CH:21][CH:20]=2)[CH2:6][CH2:5][CH2:4][CH2:3][CH2:2]1.[H-].[Na+].[CH2:29](Br)[C:30]1[CH:35]=[CH:34][CH:33]=[CH:32][CH:31]=1.O[Li].O. Product: [CH2:29]([N:9]1[C:10]2[C:15](=[CH:14][CH:13]=[C:12]([C:16]([OH:18])=[O:17])[CH:11]=2)[C:7]([CH:1]2[CH2:2][CH2:3][CH2:4][CH2:5][CH2:6]2)=[C:8]1[C:19]1[CH:24]=[CH:23][C:22]([O:25][CH3:26])=[CH:21][CH:20]=1)[C:30]1[CH:35]=[CH:34][CH:33]=[CH:32][CH:31]=1. The catalyst class is: 3. (6) The catalyst class is: 4. Reactant: [CH:1]1([CH2:4][N:5]2[CH2:10][CH2:9][N:8]([C@@H:11]3[CH2:16][CH2:15][C@H:14]([NH2:17])[CH2:13][CH2:12]3)[CH2:7][CH2:6]2)[CH2:3][CH2:2]1.[CH2:18]([C@H:20]1[N:29]([CH:30]([CH3:32])[CH3:31])[C:28]2[N:27]=[C:26]([NH:33][C:34]3[CH:35]=[CH:36][C:37]([C:43](O)=[O:44])=[C:38]4[C:42]=3[O:41][CH2:40][CH2:39]4)[N:25]=[CH:24][C:23]=2[N:22]([CH3:46])[C:21]1=[O:47])[CH3:19].F[B-](F)(F)F.N1(OC(N(C)C)=[N+](C)C)C2C=CC=CC=2N=N1.C(N(C(C)C)CC)(C)C.N. Product: [CH:1]1([CH2:4][N:5]2[CH2:10][CH2:9][N:8]([C@@H:11]3[CH2:16][CH2:15][C@H:14]([NH:17][C:43]([C:37]4[CH:36]=[CH:35][C:34]([NH:33][C:26]5[N:25]=[CH:24][C:23]6[N:22]([CH3:46])[C:21](=[O:47])[C@@H:20]([CH2:18][CH3:19])[N:29]([CH:30]([CH3:31])[CH3:32])[C:28]=6[N:27]=5)=[C:42]5[O:41][CH2:40][CH2:39][C:38]=45)=[O:44])[CH2:13][CH2:12]3)[CH2:7][CH2:6]2)[CH2:2][CH2:3]1.